This data is from Forward reaction prediction with 1.9M reactions from USPTO patents (1976-2016). The task is: Predict the product of the given reaction. (1) Given the reactants [CH3:1][O:2][C:3]1[CH:4]=[C:5]2[C:10](=[CH:11][C:12]=1[O:13][CH3:14])[N:9]=[CH:8][CH:7]=[C:6]2[O:15][C:16]1[CH:22]=[CH:21][C:19]([NH2:20])=[CH:18][CH:17]=1.Cl[C:24](Cl)([O:26][C:27](=[O:33])OC(Cl)(Cl)Cl)Cl.[CH3:35][C:36]1[CH:37]=[C:38](CO)[CH:39]=[CH:40][CH:41]=1.C(=O)(O)[O-].[Na+], predict the reaction product. The product is: [CH3:1][O:2][C:3]1[CH:4]=[C:5]2[C:10](=[CH:11][C:12]=1[O:13][CH3:14])[N:9]=[CH:8][CH:7]=[C:6]2[O:15][C:16]1[CH:22]=[CH:21][C:19]([NH:20][C:27](=[O:33])[O:26][CH2:24][C:40]2[CH:39]=[CH:38][CH:37]=[C:36]([CH3:35])[CH:41]=2)=[CH:18][CH:17]=1. (2) Given the reactants [Cl:1]N1C(=O)CCC1=O.[Cl:9][C:10]1[CH:15]=[CH:14][C:13]([NH:16][C:17]([CH:19]2[CH2:24][CH2:23][CH2:22][N:21]([C:25](=[O:37])[C:26]3[CH:31]=[CH:30][CH:29]=[C:28]([C:32]4[O:33][CH:34]=[CH:35][CH:36]=4)[CH:27]=3)[CH2:20]2)=[O:18])=[CH:12][CH:11]=1, predict the reaction product. The product is: [Cl:1][C:34]1[O:33][C:32]([C:28]2[CH:27]=[C:26]([CH:31]=[CH:30][CH:29]=2)[C:25]([N:21]2[CH2:22][CH2:23][CH2:24][CH:19]([C:17]([NH:16][C:13]3[CH:12]=[CH:11][C:10]([Cl:9])=[CH:15][CH:14]=3)=[O:18])[CH2:20]2)=[O:37])=[CH:36][CH:35]=1. (3) Given the reactants [CH:1](=[N:8][NH:9][C:10](=O)[C:11]1[CH:16]=[CH:15][C:14]([C:17]([F:20])([F:19])[F:18])=[CH:13][CH:12]=1)[C:2]1[CH:7]=[CH:6][CH:5]=[CH:4][CH:3]=1.S(Cl)([Cl:24])=O, predict the reaction product. The product is: [CH:1](=[N:8][N:9]=[C:10]([Cl:24])[C:11]1[CH:16]=[CH:15][C:14]([C:17]([F:20])([F:19])[F:18])=[CH:13][CH:12]=1)[C:2]1[CH:7]=[CH:6][CH:5]=[CH:4][CH:3]=1. (4) Given the reactants C(=O)([O-])[O-].[K+].[K+].Cl.[NH2:8][C:9]([NH2:14])=[CH:10][C:11]([NH2:13])=[O:12].[Cl:15][C:16]1[CH:17]=[C:18]([CH:32]=[CH:33][C:34]=1[C:35]([F:38])([F:37])[F:36])[CH2:19][CH:20]([C:26](=O)[C:27]([F:30])([F:29])[F:28])[C:21](OCC)=[O:22], predict the reaction product. The product is: [Cl:15][C:16]1[CH:17]=[C:18]([CH:32]=[CH:33][C:34]=1[C:35]([F:36])([F:37])[F:38])[CH2:19][C:20]1[C:21](=[O:22])[NH:14][C:9]([CH2:10][C:11]([NH2:13])=[O:12])=[N:8][C:26]=1[C:27]([F:28])([F:29])[F:30]. (5) Given the reactants CON(C)[C:4]([C:6]1[N:7]=[CH:8][N:9]([C:11]2[CH:16]=[CH:15][CH:14]=[C:13]([C:17]3[C:18]([O:25][CH3:26])=[N:19][C:20]([O:23][CH3:24])=[N:21][CH:22]=3)[CH:12]=2)[CH:10]=1)=[O:5].Br[C:29]1[CH:34]=[CH:33][C:32]([F:35])=[CH:31][CH:30]=1, predict the reaction product. The product is: [CH3:24][O:23][C:20]1[N:19]=[C:18]([O:25][CH3:26])[C:17]([C:13]2[CH:12]=[C:11]([N:9]3[CH:10]=[C:6]([C:4]([C:29]4[CH:34]=[CH:33][C:32]([F:35])=[CH:31][CH:30]=4)=[O:5])[N:7]=[CH:8]3)[CH:16]=[CH:15][CH:14]=2)=[CH:22][N:21]=1. (6) Given the reactants C([O:5][C:6]([CH:8]1[CH2:13][CH2:12][N:11]([C:14](=[O:39])[CH2:15][N+:16]23[CH2:23][CH2:22][CH:19]([CH2:20][CH2:21]2)[C@H:18]([NH:24][C:25]([NH2:38])=[N:26][C:27]([C:29]2[C:34]([NH2:35])=[N:33][C:32]([NH2:36])=[C:31]([Cl:37])[N:30]=2)=[O:28])[CH2:17]3)[CH2:10][CH2:9]1)=[O:7])(C)(C)C.[Cl-:40], predict the reaction product. The product is: [ClH:37].[Cl-:40].[C:6]([CH:8]1[CH2:13][CH2:12][N:11]([C:14](=[O:39])[CH2:15][N+:16]23[CH2:23][CH2:22][CH:19]([CH2:20][CH2:21]2)[C@H:18]([NH:24][C:25]([NH2:38])=[N:26][C:27]([C:29]2[C:34]([NH2:35])=[N:33][C:32]([NH2:36])=[C:31]([Cl:37])[N:30]=2)=[O:28])[CH2:17]3)[CH2:10][CH2:9]1)([OH:7])=[O:5]. (7) The product is: [CH:1]1([CH2:4][O:5][C:6]2[CH:7]=[C:8]([CH:16]([N:21]3[C:29](=[O:30])[C:28]4[C:23](=[CH:24][CH:25]=[CH:26][CH:27]=4)[C:22]3=[O:31])[CH2:17][C:18]([NH:45][OH:46])=[O:19])[CH:9]=[CH:10][C:11]=2[O:12][CH:13]([F:15])[F:14])[CH2:3][CH2:2]1. Given the reactants [CH:1]1([CH2:4][O:5][C:6]2[CH:7]=[C:8]([CH:16]([N:21]3[C:29](=[O:30])[C:28]4[C:23](=[CH:24][CH:25]=[CH:26][CH:27]=4)[C:22]3=[O:31])[CH2:17][C:18](O)=[O:19])[CH:9]=[CH:10][C:11]=2[O:12][CH:13]([F:15])[F:14])[CH2:3][CH2:2]1.C(N1C=CN=C1)(N1C=CN=C1)=O.Cl.[NH2:45][OH:46].O, predict the reaction product. (8) Given the reactants [C:1](Cl)(=O)C(Cl)=O.[S:7]1[CH:11]=[CH:10][C:9]2[CH:12]=[CH:13][CH:14]=[C:15]([C:16]([OH:18])=[O:17])[C:8]1=2, predict the reaction product. The product is: [S:7]1[CH:11]=[CH:10][C:9]2[CH:12]=[CH:13][CH:14]=[C:15]([C:16]([O:18][CH3:1])=[O:17])[C:8]1=2.